The task is: Predict the reaction yield, written as a fraction of the theoretical maximum amount of product (1.0 means a 100% yield; for example, 0.34 means a 34% yield).. This data is from Reaction yield outcomes from USPTO patents with 853,638 reactions. (1) The reactants are [OH:1][CH:2]1[CH:7]([NH:8][C:9](=[O:15])[O:10][C:11]([CH3:14])([CH3:13])[CH3:12])[CH:6]=[C:5]([C:16]2[CH:21]=[CH:20][N:19]=[CH:18][C:17]=2[N+:22]([O-:24])=[O:23])[CH2:4][CH:3]1[CH3:25].C(N(CC)CC)C.[CH3:33][S:34](Cl)(=[O:36])=[O:35].O. The catalyst is C(Cl)Cl. The product is [CH3:33][S:34]([O:1][CH:2]1[CH:3]([CH3:25])[CH2:4][C:5]([C:16]2[CH:21]=[CH:20][N:19]=[CH:18][C:17]=2[N+:22]([O-:24])=[O:23])=[CH:6][CH:7]1[NH:8][C:9]([O:10][C:11]([CH3:12])([CH3:13])[CH3:14])=[O:15])(=[O:36])=[O:35]. The yield is 0.650. (2) The reactants are O.[OH-].[Li+].C([O:6][C:7]([CH:9]1[CH2:14][CH2:13][N:12]([CH2:15][CH2:16][C:17]([CH3:20])([CH3:19])[CH3:18])[CH2:11][CH2:10]1)=[O:8])C. The catalyst is C1COCC1.O. The product is [CH3:18][C:17]([CH3:20])([CH3:19])[CH2:16][CH2:15][N:12]1[CH2:13][CH2:14][CH:9]([C:7]([OH:8])=[O:6])[CH2:10][CH2:11]1. The yield is 0.870. (3) The reactants are [CH2:1]([C:3]1[CH:8]=[CH:7][C:6]([C:9]2[N:13]([CH3:14])[N:12]=[C:11]([C:15](=[N:17][NH:18][C:19]([C:21]3[CH:30]=[CH:29][C:24]([C:25]([O:27]C)=[O:26])=[CH:23][CH:22]=3)=[O:20])[CH3:16])[C:10]=2[OH:31])=[CH:5][CH:4]=1)[CH3:2].CO.[OH-].[Na+].Cl. The catalyst is O. The product is [CH2:1]([C:3]1[CH:8]=[CH:7][C:6]([C:9]2[N:13]([CH3:14])[N:12]=[C:11]([C:15](=[N:17][NH:18][C:19]([C:21]3[CH:22]=[CH:23][C:24]([C:25]([OH:27])=[O:26])=[CH:29][CH:30]=3)=[O:20])[CH3:16])[C:10]=2[OH:31])=[CH:5][CH:4]=1)[CH3:2]. The yield is 0.420. (4) The reactants are Br[C:2]1[C:6]([CH3:7])=[C:5]([C:8]2[CH:13]=[CH:12][C:11]([Cl:14])=[CH:10][CH:9]=2)[N:4]([CH3:15])[C:3]=1[C:16](=[O:19])[CH2:17][CH3:18].C(O)C.[NH2:23][S:24]([C:27]1[CH:32]=[CH:31][C:30](B(O)O)=[CH:29][CH:28]=1)(=[O:26])=[O:25].C(=O)([O-])[O-].[K+].[K+]. The catalyst is C1(C)C=CC=CC=1.C1C=CC([P]([Pd]([P](C2C=CC=CC=2)(C2C=CC=CC=2)C2C=CC=CC=2)([P](C2C=CC=CC=2)(C2C=CC=CC=2)C2C=CC=CC=2)[P](C2C=CC=CC=2)(C2C=CC=CC=2)C2C=CC=CC=2)(C2C=CC=CC=2)C2C=CC=CC=2)=CC=1. The product is [Cl:14][C:11]1[CH:12]=[CH:13][C:8]([C:5]2[N:4]([CH3:15])[C:3]([C:16](=[O:19])[CH2:17][CH3:18])=[C:2]([C:30]3[CH:31]=[CH:32][C:27]([S:24]([NH2:23])(=[O:26])=[O:25])=[CH:28][CH:29]=3)[C:6]=2[CH3:7])=[CH:9][CH:10]=1. The yield is 0.332. (5) The reactants are [CH:1]1([NH:4][C:5]2[N:10]3[N:11]=[CH:12][CH:13]=[C:9]3[N:8]=[C:7]([CH2:14][C:15]3[CH:16]=[C:17]([CH:20]=[CH:21][CH:22]=3)[C:18]#[N:19])[CH:6]=2)[CH2:3][CH2:2]1.O=P(Cl)(Cl)Cl.CN([CH:31]=[O:32])C. The product is [CH:1]1([NH:4][C:5]2[N:10]3[N:11]=[CH:12][C:13]([CH:31]=[O:32])=[C:9]3[N:8]=[C:7]([CH2:14][C:15]3[CH:16]=[C:17]([CH:20]=[CH:21][CH:22]=3)[C:18]#[N:19])[CH:6]=2)[CH2:3][CH2:2]1. No catalyst specified. The yield is 0.370.